Dataset: Peptide-MHC class II binding affinity with 134,281 pairs from IEDB. Task: Regression. Given a peptide amino acid sequence and an MHC pseudo amino acid sequence, predict their binding affinity value. This is MHC class II binding data. (1) The peptide sequence is NNKFFINFFNLLA. The MHC is HLA-DQA10101-DQB10501 with pseudo-sequence HLA-DQA10101-DQB10501. The binding affinity (normalized) is 0.309. (2) The peptide sequence is NQEGSLKTALTGAMR. The MHC is DRB1_1101 with pseudo-sequence DRB1_1101. The binding affinity (normalized) is 0.302. (3) The binding affinity (normalized) is 0.292. The MHC is DRB3_0202 with pseudo-sequence DRB3_0202. The peptide sequence is GGACGYKDVDKPPFS. (4) The peptide sequence is MRRLADQSLPPNFSC. The MHC is DRB1_0405 with pseudo-sequence DRB1_0405. The binding affinity (normalized) is 0.0823. (5) The peptide sequence is GLVPKLDAAYSVAYK. The MHC is HLA-DPA10201-DPB10501 with pseudo-sequence HLA-DPA10201-DPB10501. The binding affinity (normalized) is 0.565. (6) The peptide sequence is KNLYEKVKSQLKNNAKEEIGNGC. The MHC is DRB1_1101 with pseudo-sequence DRB1_1101. The binding affinity (normalized) is 0.426.